Dataset: Forward reaction prediction with 1.9M reactions from USPTO patents (1976-2016). Task: Predict the product of the given reaction. (1) Given the reactants [CH3:1][O:2][C:3]1[CH:4]=[CH:5][C:6]2[C:7]3[CH2:16][CH2:15][NH:14][CH:13]=[C:12]([C:17]([O:19][CH2:20][CH3:21])=[O:18])[C:8]=3[NH:9][C:10]=2[CH:11]=1.[C:22](Cl)(=[O:29])[C:23]1[CH:28]=[CH:27][CH:26]=[CH:25][CH:24]=1, predict the reaction product. The product is: [C:22]([N:14]1[CH2:15][CH2:16][C:7]2[C:6]3[CH:5]=[CH:4][C:3]([O:2][CH3:1])=[CH:11][C:10]=3[NH:9][C:8]=2[C:12]([C:17]([O:19][CH2:20][CH3:21])=[O:18])=[CH:13]1)(=[O:29])[C:23]1[CH:28]=[CH:27][CH:26]=[CH:25][CH:24]=1. (2) Given the reactants [Cl:1][C:2]1[C:10]([Cl:11])=[CH:9][CH:8]=[CH:7][C:3]=1[C:4]([OH:6])=O.[F:12][C:13]1([F:29])[CH2:18][CH2:17][CH:16]([CH:19]([C:22]2[CH:23]=[N:24][C:25]([CH3:28])=[N:26][CH:27]=2)[CH2:20][NH2:21])[CH2:15][CH2:14]1, predict the reaction product. The product is: [Cl:1][C:2]1[C:10]([Cl:11])=[CH:9][CH:8]=[CH:7][C:3]=1[C:4]([NH:21][CH2:20][CH:19]([CH:16]1[CH2:17][CH2:18][C:13]([F:29])([F:12])[CH2:14][CH2:15]1)[C:22]1[CH:23]=[N:24][C:25]([CH3:28])=[N:26][CH:27]=1)=[O:6]. (3) Given the reactants [Cl:1][C:2]1[C:11]([CH:12]([C:14]2[C:19]([O:20][CH3:21])=[CH:18][CH:17]=[CH:16][C:15]=2[O:22][CH3:23])[OH:13])=[CH:10][C:9]2[C:4](=[CH:5][CH:6]=[CH:7][CH:8]=2)[N:3]=1.C(N(CC)CC)C.O, predict the reaction product. The product is: [Cl:1][C:2]1[C:11]([C:12]([C:14]2[C:15]([O:22][CH3:23])=[CH:16][CH:17]=[CH:18][C:19]=2[O:20][CH3:21])=[O:13])=[CH:10][C:9]2[C:4](=[CH:5][CH:6]=[CH:7][CH:8]=2)[N:3]=1. (4) The product is: [NH2:9][C:3]1[N:4]=[CH:5][N:6]=[C:7]([NH:10][C@@H:11]2[CH2:15][CH2:14][C@H:13]([NH:16][C:17](=[O:23])[CH:40]=[CH2:41])[CH2:12]2)[C:2]=1[C:28]1[CH:29]=[CH:30][C:25]([O:24][C:31]2[CH:36]=[CH:35][CH:34]=[CH:33][CH:32]=2)=[CH:26][CH:27]=1. Given the reactants Cl[C:2]1[C:3]([NH2:9])=[N:4][CH:5]=[N:6][C:7]=1Cl.[NH2:10][C@@H:11]1[CH2:15][CH2:14][C@H:13]([NH:16][C:17](=[O:23])OC(C)(C)C)[CH2:12]1.[O:24]([C:31]1[CH:36]=[CH:35][C:34](B(O)O)=[CH:33][CH:32]=1)[C:25]1[CH:30]=[CH:29][CH:28]=[CH:27][CH:26]=1.[C:40](Cl)(=O)[CH:41]=C, predict the reaction product. (5) Given the reactants [Cl:1][C:2]1[CH:7]=[C:6]([C:8]2[CH:9]=[N:10][CH:11]=[C:12]([Cl:14])[CH:13]=2)[N:5]=[C:4]2[CH2:15][CH2:16][CH2:17][C:3]=12.[CH2:18]([O:20][C:21](=[O:30])[CH2:22][C:23]1[CH:28]=[CH:27][C:26]([NH2:29])=[CH:25][CH:24]=1)[CH3:19].C1C=CC(P(C2C(C3C(P(C4C=CC=CC=4)C4C=CC=CC=4)=CC=C4C=3C=CC=C4)=C3C(C=CC=C3)=CC=2)C2C=CC=CC=2)=CC=1.C(=O)([O-])[O-].[Cs+].[Cs+], predict the reaction product. The product is: [ClH:1].[Cl:14][C:12]1[CH:13]=[C:8]([C:6]2[N:5]=[C:4]3[CH2:15][CH2:16][CH2:17][C:3]3=[C:2]([NH:29][C:26]3[CH:25]=[CH:24][C:23]([CH2:22][C:21]([O:20][CH2:18][CH3:19])=[O:30])=[CH:28][CH:27]=3)[CH:7]=2)[CH:9]=[N:10][CH:11]=1. (6) Given the reactants [NH2:1][C:2]1[C:10]([N+:11]([O-:13])=[O:12])=[CH:9][C:5]([C:6](O)=[O:7])=[C:4]([Cl:14])[CH:3]=1.S(Cl)([Cl:17])=O, predict the reaction product. The product is: [NH2:1][C:2]1[C:10]([N+:11]([O-:13])=[O:12])=[CH:9][C:5]([C:6]([Cl:17])=[O:7])=[C:4]([Cl:14])[CH:3]=1.